This data is from Full USPTO retrosynthesis dataset with 1.9M reactions from patents (1976-2016). The task is: Predict the reactants needed to synthesize the given product. (1) Given the product [NH2:20][C:8]([NH:4][N:3]1[CH2:2][CH2:6][N:27]([CH3:32])[CH2:28][CH2:29]1)=[N:9][S:10]([C:13]1[CH:14]=[CH:15][C:16]([CH3:19])=[CH:17][CH:18]=1)(=[O:11])=[O:12], predict the reactants needed to synthesize it. The reactants are: C[C:2]1[CH:6]=C(C)[N:4]([C:8](=[NH:20])[NH:9][S:10]([C:13]2[CH:18]=[CH:17][C:16]([CH3:19])=[CH:15][CH:14]=2)(=[O:12])=[O:11])[N:3]=1.CS(O)(=O)=O.N[N:27]1[CH2:32]CN(C)[CH2:29][CH2:28]1. (2) Given the product [NH2:1][C:2]1[N:7]=[CH:6][C:5]([C:8]2[CH:13]=[CH:12][C:11]([C:19]3[C:20]([S:25]([NH:28][C@@H:29]([CH3:32])[CH2:30][OH:31])(=[O:27])=[O:26])=[CH:21][CH:22]=[CH:23][CH:24]=3)=[CH:10][C:9]=2[F:17])=[CH:4][CH:3]=1, predict the reactants needed to synthesize it. The reactants are: [NH2:1][C:2]1[N:7]=[CH:6][C:5]([C:8]2[CH:13]=[CH:12][C:11](B(O)O)=[CH:10][C:9]=2[F:17])=[CH:4][CH:3]=1.Br[C:19]1[CH:24]=[CH:23][CH:22]=[CH:21][C:20]=1[S:25]([NH:28][C@@H:29]([CH3:32])[CH2:30][OH:31])(=[O:27])=[O:26].C(Cl)Cl.C([O-])([O-])=O.[K+].[K+]. (3) Given the product [Cl:3][C:4]1[CH:13]=[CH:12][C:7]([C:8]([OH:10])=[O:9])=[C:6]([NH:14][CH2:15][CH2:16][CH3:17])[CH:5]=1, predict the reactants needed to synthesize it. The reactants are: [OH-].[Na+].[Cl:3][C:4]1[CH:13]=[CH:12][C:7]([C:8]([O:10]C)=[O:9])=[C:6]([NH:14][CH2:15][CH2:16][CH3:17])[CH:5]=1. (4) Given the product [C:1]([N:5]([CH3:6])[S:22]([C:17]1[CH:18]=[CH:19][CH:20]=[CH:21][C:16]=1[C:14]#[N:15])(=[O:24])=[O:23])([CH3:4])([CH3:3])[CH3:2], predict the reactants needed to synthesize it. The reactants are: [C:1]([NH:5][CH3:6])([CH3:4])([CH3:3])[CH3:2].C(N(CC)CC)C.[C:14]([C:16]1[CH:21]=[CH:20][CH:19]=[CH:18][C:17]=1[S:22](Cl)(=[O:24])=[O:23])#[N:15]. (5) Given the product [Br:2][CH2:12][C:8]1[C:7]([O:6][CH3:5])=[CH:11][S:10][CH:9]=1, predict the reactants needed to synthesize it. The reactants are: P(Br)(Br)[Br:2].[CH3:5][O:6][C:7]1[C:8]([CH2:12]O)=[CH:9][S:10][CH:11]=1. (6) The reactants are: [CH2:1]([CH:3]1[CH2:7][N:6]([C:8]([NH:10][CH2:11][CH3:12])=[NH:9])[N:5]=[CH:4]1)[CH3:2].CCN(C(C)C)C(C)C.Cl[S:23]([C:26]1[CH:27]=[C:28]([CH:32]=[CH:33][CH:34]=1)[C:29]([OH:31])=[O:30])(=[O:25])=[O:24]. Given the product [CH2:11]([NH:10][C:8](=[N:9][S:23]([C:26]1[CH:27]=[C:28]([CH:32]=[CH:33][CH:34]=1)[C:29]([OH:31])=[O:30])(=[O:25])=[O:24])[N:6]1[CH2:7][CH:3]([CH2:1][CH3:2])[CH:4]=[N:5]1)[CH3:12], predict the reactants needed to synthesize it. (7) Given the product [Cl:10][C:9]1[C:5]2[CH:4]=[CH:3][C:2]([C:25]3[C:26]4[C:21](=[CH:20][CH:19]=[CH:18][CH:17]=4)[CH:22]=[CH:23][CH:24]=3)=[CH:16][C:6]=2[S:7][C:8]=1[C:11]1[NH:12][CH2:13][CH2:14][N:15]=1, predict the reactants needed to synthesize it. The reactants are: Br[C:2]1[CH:3]=[CH:4][C:5]2[C:9]([Cl:10])=[C:8]([C:11]3[NH:12][CH2:13][CH2:14][N:15]=3)[S:7][C:6]=2[CH:16]=1.[C:17]1(B(O)O)[C:26]2[C:21](=[CH:22][CH:23]=[CH:24][CH:25]=2)[CH:20]=[CH:19][CH:18]=1.